From a dataset of Full USPTO retrosynthesis dataset with 1.9M reactions from patents (1976-2016). Predict the reactants needed to synthesize the given product. (1) Given the product [C:1]([C:5]1[N:6]([CH2:23][C:24]2[O:36][CH:35]=[CH:28][CH:29]=2)[CH:7]=[C:8]([C:10]2[CH:11]=[CH:42][CH:43]=[C:44]([N+:48]([O-:50])=[O:49])[CH:45]=2)[N:9]=1)([CH3:2])([CH3:3])[CH3:4], predict the reactants needed to synthesize it. The reactants are: [C:1]([C:5]1[N:6]([CH2:23][C:24]2(F)[CH2:29][CH2:28]OCC2)[CH:7]=[C:8]([C:10]2N=C(C(N(CC)CC)=O)C=N[CH:11]=2)[N:9]=1)([CH3:4])([CH3:3])[CH3:2].C(N)C1[O:36][CH:35]=CC=1.BrCC([C:42]1C=C[CH:45]=[C:44]([N+:48]([O-:50])=[O:49])[CH:43]=1)=O. (2) Given the product [BrH:19].[OH:2][C:3]1[CH:12]=[C:11]2[C:6]([C:7]([O:13][CH2:14][C:15]([OH:17])=[O:16])=[CH:8][CH:9]=[N:10]2)=[CH:5][CH:4]=1, predict the reactants needed to synthesize it. The reactants are: C[O:2][C:3]1[CH:12]=[C:11]2[C:6]([C:7]([O:13][CH2:14][C:15]([OH:17])=[O:16])=[CH:8][CH:9]=[N:10]2)=[CH:5][CH:4]=1.B(Br)(Br)[Br:19]. (3) The reactants are: [Br:1][C:2]1[CH:3]=[C:4](I)[C:5]2[N:6]([CH:8]=[CH:9][N:10]=2)[CH:7]=1.[NH2:12][C:13]1[CH:18]=[CH:17][C:16]([C:19]([N:21]2[CH2:26][CH2:25][O:24][CH2:23][CH2:22]2)=[O:20])=[CH:15][CH:14]=1.CC1(C)C2C(=C(P(C3C=CC=CC=3)C3C=CC=CC=3)C=CC=2)OC2C(P(C3C=CC=CC=3)C3C=CC=CC=3)=CC=CC1=2.O. Given the product [Br:1][C:2]1[CH:3]=[C:4]([NH:12][C:13]2[CH:14]=[CH:15][C:16]([C:19]([N:21]3[CH2:22][CH2:23][O:24][CH2:25][CH2:26]3)=[O:20])=[CH:17][CH:18]=2)[C:5]2[N:6]([CH:8]=[CH:9][N:10]=2)[CH:7]=1, predict the reactants needed to synthesize it. (4) Given the product [CH3:16][O:17][C:18]1[CH:25]=[CH:24][C:21]([CH2:22][NH:23][C:2]2[CH:7]=[CH:6][C:5]([N+:8]([O-:10])=[O:9])=[C:4]([O:11][CH2:12][CH2:13][O:14][CH3:15])[CH:3]=2)=[CH:20][CH:19]=1, predict the reactants needed to synthesize it. The reactants are: F[C:2]1[CH:7]=[CH:6][C:5]([N+:8]([O-:10])=[O:9])=[C:4]([O:11][CH2:12][CH2:13][O:14][CH3:15])[CH:3]=1.[CH3:16][O:17][C:18]1[CH:25]=[CH:24][C:21]([CH2:22][NH2:23])=[CH:20][CH:19]=1.C(OCC)(=O)C.O. (5) Given the product [N:42]1[CH:47]=[CH:46][CH:45]=[C:44]([CH2:48][NH:49][C:28]([C:26]2[N:25]=[N:24][N:23]([CH2:22][CH2:21][CH2:20][CH2:19][C:17]3[S:18][C:14]([NH:13][C:11](=[O:12])[CH2:10][C:6]4[CH:7]=[CH:8][CH:9]=[C:4]([O:3][C:2]([F:1])([F:32])[F:31])[CH:5]=4)=[N:15][N:16]=3)[CH:27]=2)=[O:29])[CH:43]=1, predict the reactants needed to synthesize it. The reactants are: [F:1][C:2]([F:32])([F:31])[O:3][C:4]1[CH:5]=[C:6]([CH2:10][C:11]([NH:13][C:14]2[S:18][C:17]([CH2:19][CH2:20][CH2:21][CH2:22][N:23]3[CH:27]=[C:26]([C:28](O)=[O:29])[N:25]=[N:24]3)=[N:16][N:15]=2)=[O:12])[CH:7]=[CH:8][CH:9]=1.CCN(C(C)C)C(C)C.[N:42]1[CH:47]=[CH:46][CH:45]=[C:44]([CH2:48][NH2:49])[CH:43]=1.CN(C(ON1N=NC2C=CC=NC1=2)=[N+](C)C)C.F[P-](F)(F)(F)(F)F. (6) The reactants are: CC1(C)[O:6][CH:5]([CH2:7][O:8][C:9]2[CH:14]=[CH:13][C:12]([C:15]([C:20]3[CH:25]=[CH:24][C:23]([CH2:26][CH2:27][C:28]([CH2:32][CH3:33])([OH:31])[CH2:29][CH3:30])=[C:22]([CH3:34])[CH:21]=3)([CH2:18][CH3:19])[CH2:16][CH3:17])=[CH:11][C:10]=2[CH3:35])[CH2:4][O:3]1.CC1(C)C2(CS(O)(=O)=O)C(CC1CC2)=O.C([O-])(O)=O.[Na+]. Given the product [CH2:16]([C:15]([C:12]1[CH:13]=[CH:14][C:9]([O:8][CH2:7][CH:5]([OH:6])[CH2:4][OH:3])=[C:10]([CH3:35])[CH:11]=1)([C:20]1[CH:25]=[CH:24][C:23]([CH2:26][CH2:27][C:28]([CH2:29][CH3:30])([OH:31])[CH2:32][CH3:33])=[C:22]([CH3:34])[CH:21]=1)[CH2:18][CH3:19])[CH3:17], predict the reactants needed to synthesize it.